This data is from hERG Central: cardiac toxicity at 1µM, 10µM, and general inhibition. The task is: Predict hERG channel inhibition at various concentrations. (1) The drug is CCOc1ccc(CN2CCN(Cc3cnc(-c4ccccc4)s3)CC2CCO)cc1. Results: hERG_inhib (hERG inhibition (general)): blocker. (2) The drug is O=C(CSc1nc2ccccc2[nH]1)N1CCN(c2ccc(F)cc2)CC1. Results: hERG_inhib (hERG inhibition (general)): blocker. (3) The compound is Cc1ccc(S(=O)(=O)N2CCN(c3ccc4nnc(-c5ccc(F)cc5)n4n3)CC2)cc1. Results: hERG_inhib (hERG inhibition (general)): blocker.